Predict which catalyst facilitates the given reaction. From a dataset of Catalyst prediction with 721,799 reactions and 888 catalyst types from USPTO. (1) Reactant: [CH3:10][C:8](N=N[C:8]([C:11]#[N:12])([CH3:10])C)([C:11]#[N:12])C.C1C(=O)N(Br)C(=O)C1.[CH3:21][C:22]1[CH:31]=[C:30]([N+:32]([O-:34])=[O:33])[CH:29]=[CH:28][C:23]=1[C:24]([O:26]C)=O.C1(N)CC1. Product: [CH:11]1([N:12]2[CH2:21][C:22]3[C:23](=[CH:28][CH:29]=[C:30]([N+:32]([O-:34])=[O:33])[CH:31]=3)[C:24]2=[O:26])[CH2:8][CH2:10]1. The catalyst class is: 53. (2) Reactant: [C:1]([CH:3](P(=O)(OCC)OCC)[CH3:4])#[N:2].[Li+].CC([N-]C(C)C)C.[Br:21][C:22]1[CH:38]=[CH:37][C:25]2[C:26](=O)[C:27]3[CH:34]=[CH:33][C:32]([F:35])=[CH:31][C:28]=3[O:29][CH2:30][C:24]=2[CH:23]=1.[Cl-].[NH4+]. Product: [Br:21][C:22]1[CH:38]=[CH:37][C:25]2[C:26](=[C:3]([CH3:4])[C:1]#[N:2])[C:27]3[CH:34]=[CH:33][C:32]([F:35])=[CH:31][C:28]=3[O:29][CH2:30][C:24]=2[CH:23]=1. The catalyst class is: 1. (3) Reactant: [F:1][C:2]1[CH:7]=[CH:6][CH:5]=[CH:4][C:3]=1[C:8]1[O:12][C:11]([C:13](Cl)=[O:14])=[CH:10][CH:9]=1.[NH2:16][C:17]1[O:18][C:19]([C:22]2[O:23][CH:24]=[CH:25][CH:26]=2)=[N:20][N:21]=1.CO. Product: [F:1][C:2]1[CH:7]=[CH:6][CH:5]=[CH:4][C:3]=1[C:8]1[O:12][C:11]([C:13]([NH:16][C:17]2[O:18][C:19]([C:22]3[O:23][CH:24]=[CH:25][CH:26]=3)=[N:20][N:21]=2)=[O:14])=[CH:10][CH:9]=1. The catalyst class is: 17. (4) Reactant: [Cl:1][C:2]1[C:3]2[S:20][C:19](=[O:21])[NH:18][C:4]=2[N:5]=[C:6]([S:8][CH2:9][C:10]2[CH:15]=[CH:14][CH:13]=[C:12]([F:16])[C:11]=2[F:17])[N:7]=1.[O:22]1[CH:27]=[CH:26][CH2:25][CH2:24][CH2:23]1.C(=O)(O)[O-].[Na+]. Product: [Cl:1][C:2]1[C:3]2[S:20][C:19](=[O:21])[N:18]([CH:23]3[CH2:24][CH2:25][CH2:26][CH2:27][O:22]3)[C:4]=2[N:5]=[C:6]([S:8][CH2:9][C:10]2[CH:15]=[CH:14][CH:13]=[C:12]([F:16])[C:11]=2[F:17])[N:7]=1. The catalyst class is: 11. (5) Reactant: [NH2:1][C:2]1[C:9]([CH3:10])=[N:8][CH:7]=[C:6]([Cl:11])[C:3]=1[CH:4]=O.[Cl:12][C:13]1[CH:14]=[C:15]2[C:20](=[CH:21][C:22]=1[NH2:23])[O:19][C@@H:18]([C:24]1[C:29]([F:30])=[CH:28][CH:27]=[CH:26][N:25]=1)[CH2:17][CH2:16]2.O.C1(C)C=CC(S(O)(=O)=O)=CC=1.[C:43](=O)([O-])[OH:44].[Na+]. Product: [Cl:11][C:6]1[C:3]2[CH2:4][N:23]([C:22]3[CH:21]=[C:20]4[C:15]([CH2:16][CH2:17][C@H:18]([C:24]5[C:29]([F:30])=[CH:28][CH:27]=[CH:26][N:25]=5)[O:19]4)=[CH:14][C:13]=3[Cl:12])[C:43](=[O:44])[NH:1][C:2]=2[C:9]([CH3:10])=[N:8][CH:7]=1. The catalyst class is: 133. (6) Product: [CH:1]1([CH2:6][C@H:7]([CH2:28][N:29]([CH:38]=[O:39])[O:30][CH2:31][C:32]2[CH:37]=[CH:36][CH:35]=[CH:34][CH:33]=2)[C:8]([N:10]2[C@H:14]([C:15]([NH:69][C:70]3[CH:85]=[CH:84][C:73]([C:74]([O:76][CH2:77][C:78]4[CH:83]=[CH:82][CH:81]=[CH:80][CH:79]=4)=[O:75])=[CH:72][CH:71]=3)=[O:16])[CH2:13][CH2:12][N:11]2[C:18]([O:20][CH2:21][C:22]2[CH:27]=[CH:26][CH:25]=[CH:24][CH:23]=2)=[O:19])=[O:9])[CH2:2][CH2:3][CH2:4][CH2:5]1. The catalyst class is: 10. Reactant: [CH:1]1([CH2:6][C@H:7]([CH2:28][N:29]([CH:38]=[O:39])[O:30][CH2:31][C:32]2[CH:37]=[CH:36][CH:35]=[CH:34][CH:33]=2)[C:8]([N:10]2[C@H:14]([C:15](O)=[O:16])[CH2:13][CH2:12][N:11]2[C:18]([O:20][CH2:21][C:22]2[CH:27]=[CH:26][CH:25]=[CH:24][CH:23]=2)=[O:19])=[O:9])[CH2:5][CH2:4][CH2:3][CH2:2]1.CN1CCOCC1.F[B-](F)(F)F.COC1N=C(OC)N=C([N+]2(C)CCOCC2)N=1.[NH2:69][C:70]1[CH:85]=[CH:84][C:73]([C:74]([O:76][CH2:77][C:78]2[CH:83]=[CH:82][CH:81]=[CH:80][CH:79]=2)=[O:75])=[CH:72][CH:71]=1. (7) Reactant: [CH:1]([OH:3])=O.C(OC(=O)C)(=O)C.[NH2:11][C:12]1[CH:13]=[N:14][C:15]2[C:20]([C:21]=1[Cl:22])=[CH:19][CH:18]=[CH:17][CH:16]=2. Product: [Cl:22][C:21]1[C:20]2[C:15](=[CH:16][CH:17]=[CH:18][CH:19]=2)[N:14]=[CH:13][C:12]=1[NH:11][CH:1]=[O:3]. The catalyst class is: 7.